This data is from Reaction yield outcomes from USPTO patents with 853,638 reactions. The task is: Predict the reaction yield, written as a fraction of the theoretical maximum amount of product (1.0 means a 100% yield; for example, 0.34 means a 34% yield). The reactants are C(OC([N:8]1[CH2:13][CH2:12][N:11]([C:14]([C:16]2[C:17]3[C:31](/[CH:32]=[CH:33]/[C:34]4[CH:39]=[CH:38][CH:37]=[C:36]([N:40]5[CH2:44][CH2:43][CH2:42][C:41]5=[O:45])[CH:35]=4)=[N:30][N:29](C4CCCCO4)[C:18]=3[N:19]=[C:20]([C:22]3[CH:27]=[CH:26][C:25]([OH:28])=[CH:24][CH:23]=3)[CH:21]=2)=[O:15])[CH2:10][CH2:9]1)=O)(C)(C)C.Cl.C(OCC)C. The catalyst is CO.O1CCOCC1. The product is [OH:28][C:25]1[CH:24]=[CH:23][C:22]([C:20]2[N:19]=[C:18]3[NH:29][N:30]=[C:31](/[CH:32]=[CH:33]/[C:34]4[CH:35]=[C:36]([N:40]5[CH2:44][CH2:43][CH2:42][C:41]5=[O:45])[CH:37]=[CH:38][CH:39]=4)[C:17]3=[C:16]([C:14]([N:11]3[CH2:10][CH2:9][NH:8][CH2:13][CH2:12]3)=[O:15])[CH:21]=2)=[CH:27][CH:26]=1. The yield is 0.930.